Task: Predict the reactants needed to synthesize the given product.. Dataset: Full USPTO retrosynthesis dataset with 1.9M reactions from patents (1976-2016) (1) Given the product [CH3:21][Si:20]([CH3:22])([O:19][CH2:18][CH2:17][CH:2]([C:3]([O:5][CH2:6][CH3:7])=[O:4])[C:1]([O:9][CH2:10][CH3:11])=[O:8])[C:23]([CH3:26])([CH3:25])[CH3:24], predict the reactants needed to synthesize it. The reactants are: [C:1]([O:9][CH2:10][CH3:11])(=[O:8])[CH2:2][C:3]([O:5][CH2:6][CH3:7])=[O:4].[O-]CC.[Na+].Br[CH2:17][CH2:18][O:19][Si:20]([C:23]([CH3:26])([CH3:25])[CH3:24])([CH3:22])[CH3:21]. (2) Given the product [C:72]([O:76][C:77](=[O:87])[N:78]([C:4]1[CH:9]=[CH:8][CH:7]=[C:6]([NH:10][C:11](=[O:38])[CH2:12][N:13]2[N:19]=[C:18]([CH:17]3[CH2:16][CH2:29][CH2:28][CH2:27][CH2:26]3)[C:20]3[CH:21]=[CH:22][CH:23]=[CH:24][C:25]=3[N:15]([CH2:30][C:31](=[O:36])[C:32]([CH3:34])([CH3:35])[CH3:33])[C:14]2=[O:37])[CH:5]=1)[CH3:79])([CH3:75])([CH3:74])[CH3:73], predict the reactants needed to synthesize it. The reactants are: COC(=O)[C:4]1[CH:9]=[CH:8][CH:7]=[C:6]([NH:10][C:11](=[O:38])[CH2:12][N:13]2[N:19]=[C:18]([CH:20]3[CH2:25][CH2:24][CH2:23][CH2:22][CH2:21]3)[C:17]3[CH:26]=[CH:27][CH:28]=[CH:29][C:16]=3[N:15]([CH2:30][C:31](=[O:36])[C:32]([CH3:35])([CH3:34])[CH3:33])[C:14]2=[O:37])[CH:5]=1.O=C1N(CC(O)=O)N=C(C2C=CC=CN=2)C2C=CC=CC=2N1CC(=O)C1C=CC=CC=1C.[C:72]([O:76][C:77](=[O:87])[N:78](C1C=CC=C(N)C=1)[CH3:79])([CH3:75])([CH3:74])[CH3:73].C1(C2C3C=CC=CC=3N(CC(=O)C(C)(C)C)C(=O)N(CC(O)=O)N=2)CCCCC1.COC(=O)C1C=CC=C(N)C=1. (3) Given the product [CH:1]1([CH2:7][O:8][C:9]2[C:10]3[N:11]([C:17]([C:18]([O:20][CH2:21][CH3:22])=[O:19])=[C:23]([CH3:24])[N:15]=3)[CH:12]=[CH:13][CH:14]=2)[CH2:2][CH2:3][CH2:4][CH2:5][CH2:6]1, predict the reactants needed to synthesize it. The reactants are: [CH:1]1([CH2:7][O:8][C:9]2[C:10]([NH2:15])=[N:11][CH:12]=[CH:13][CH:14]=2)[CH2:6][CH2:5][CH2:4][CH2:3][CH2:2]1.Cl[CH:17]([C:23](=O)[CH3:24])[C:18]([O:20][CH2:21][CH3:22])=[O:19].C(N(CC)CC)C.O. (4) Given the product [CH2:15]([N:22]1[CH2:31][CH2:30][C:29]2[C:28]([Cl:12])=[N:27][C:26]([S:33][CH3:34])=[N:25][C:24]=2[CH2:23]1)[C:16]1[CH:21]=[CH:20][CH:19]=[CH:18][CH:17]=1, predict the reactants needed to synthesize it. The reactants are: CN(C)C1C=CC=CC=1.P(Cl)(Cl)([Cl:12])=O.[CH2:15]([N:22]1[CH2:31][CH2:30][CH:29]2[C:24](=[N:25][C:26]([S:33][CH3:34])=[N:27][C:28]2=O)[CH2:23]1)[C:16]1[CH:21]=[CH:20][CH:19]=[CH:18][CH:17]=1.C(=O)([O-])[O-].[Na+].[Na+]. (5) Given the product [CH2:29]([N:36]1[N:37]=[C:17]([C:6]2[CH:7]=[CH:8][C:3]([O:2][CH3:1])=[C:4]([O:11][CH3:12])[C:5]=2[O:9][CH3:10])[C:18]2[C:19](=[CH:23][CH:24]=[CH:25][CH:26]=2)[C:20]1=[O:22])[C:30]1[CH:35]=[CH:34][CH:33]=[CH:32][CH:31]=1, predict the reactants needed to synthesize it. The reactants are: [CH3:1][O:2][C:3]1[CH:8]=[CH:7][CH:6]=[C:5]([O:9][CH3:10])[C:4]=1[O:11][CH3:12].[Cl-].[Al+3].[Cl-].[Cl-].[C:17]1(=O)[O:22][C:20](=O)[C:19]2=[CH:23][CH:24]=[CH:25][CH:26]=[C:18]12.Cl.[CH2:29]([NH:36][NH2:37])[C:30]1[CH:35]=[CH:34][CH:33]=[CH:32][CH:31]=1.C([O-])(=O)C.[K+]. (6) Given the product [CH2:44]([C:48]1[CH:49]=[CH:50][C:51]([CH2:52][O:32][C:33]2[CH:43]=[CH:42][C:36]([C:37]([O:39][CH3:40])=[O:38])=[CH:35][CH:34]=2)=[CH:54][CH:55]=1)[CH2:45][CH2:46][CH3:47], predict the reactants needed to synthesize it. The reactants are: C1(P(C2C=CC=CC=2)C2C=CC=CC=2)C=CC=CC=1.N(C(OCC)=O)=NC(OCC)=O.[OH:32][C:33]1[CH:43]=[CH:42][C:36]([C:37]([O:39][CH2:40]C)=[O:38])=[CH:35][CH:34]=1.[CH2:44]([C:48]1[CH:55]=[CH:54][C:51]([CH2:52]O)=[CH:50][CH:49]=1)[CH2:45][CH2:46][CH3:47]. (7) Given the product [CH3:18][C:13]1[C:12]([CH:10]([C:19]2[O:20][C:21]3[CH:27]=[CH:26][C:25]([CH2:28][C:29]([O:31][CH3:32])=[O:30])=[CH:24][C:22]=3[CH:23]=2)[CH2:9][OH:8])=[C:16]([CH3:17])[O:15][N:14]=1, predict the reactants needed to synthesize it. The reactants are: C([O:8][CH2:9][C:10]([C:19]1[O:20][C:21]2[CH:27]=[CH:26][C:25]([CH2:28][C:29]([O:31][CH3:32])=[O:30])=[CH:24][C:22]=2[CH:23]=1)([C:12]1[C:13]([CH3:18])=[N:14][O:15][C:16]=1[CH3:17])O)C1C=CC=CC=1.C(OCC#N)(C)C.